Predict the reactants needed to synthesize the given product. From a dataset of Full USPTO retrosynthesis dataset with 1.9M reactions from patents (1976-2016). (1) The reactants are: Cl[C:2]1[CH:35]=C[CH:33]=[CH:32][C:3]=1[CH2:4][O:5][CH2:6][CH2:7][N:8]([C@H:25]1[CH2:30][CH2:29][C@H:28]([CH3:31])[CH2:27][CH2:26]1)[C:9](=[O:24])[NH:10][C:11]1[S:12][C:13]([S:16]CC(C)(C)C(O)=O)=[CH:14][N:15]=1.Br.BrCC1C=C[N:42]=CC=1.C([O:47][C:48](=[O:57])[CH2:49]SC1SC(N)=NC=1)C. Given the product [CH3:31][C@H:28]1[CH2:29][CH2:30][C@H:25]([N:8]([CH2:7][CH2:6][O:5][CH2:4][C:3]2[CH:2]=[CH:35][N:42]=[CH:33][CH:32]=2)[C:9](=[O:24])[NH:10][C:11]2[S:12][C:13]([S:16][CH2:49][C:48]([OH:57])=[O:47])=[CH:14][N:15]=2)[CH2:26][CH2:27]1, predict the reactants needed to synthesize it. (2) Given the product [OH:42][NH:41][C:30](=[O:32])[CH:25]([CH2:24][C:21]1[CH:20]=[CH:19][C:18]([C:14]2[CH:15]=[CH:16][CH:17]=[C:12]([CH2:11][N:2]([CH3:1])[C:3]([C:5]3[CH:10]=[CH:9][CH:8]=[CH:7][CH:6]=3)=[O:4])[CH:13]=2)=[CH:23][CH:22]=1)[C:26]([OH:28])=[O:27], predict the reactants needed to synthesize it. The reactants are: [CH3:1][N:2]([CH2:11][C:12]1[CH:13]=[C:14]([C:18]2[CH:23]=[CH:22][C:21]([CH2:24][CH:25]([C:30]([O:32]C)=O)[C:26]([O:28]C)=[O:27])=[CH:20][CH:19]=2)[CH:15]=[CH:16][CH:17]=1)[C:3]([C:5]1[CH:10]=[CH:9][CH:8]=[CH:7][CH:6]=1)=[O:4].C(=O)([O-])[O-].[Na+].[Na+].Cl.[NH2:41][OH:42].Cl. (3) Given the product [F:1][CH:2]([F:14])[CH2:3][O:4][C:5]1[N:6]=[CH:7][C:8]([C:11]([Cl:18])=[O:12])=[N:9][CH:10]=1, predict the reactants needed to synthesize it. The reactants are: [F:1][CH:2]([F:14])[CH2:3][O:4][C:5]1[N:6]=[CH:7][C:8]([C:11](O)=[O:12])=[N:9][CH:10]=1.C(Cl)(=O)C([Cl:18])=O.CN(C)C=O.